This data is from Full USPTO retrosynthesis dataset with 1.9M reactions from patents (1976-2016). The task is: Predict the reactants needed to synthesize the given product. (1) Given the product [Cl:1][C:2]1[CH:7]=[CH:6][C:5]([C@H:8]2[C@@H:13]([C:14]3[CH:19]=[CH:18][C:17]([Cl:20])=[CH:16][CH:15]=3)[N:12]([C@H:21]([CH2:33][CH2:34][CH3:35])[C:22]([NH:24][CH2:25][CH2:26][CH2:27][C:28]([O:30][CH2:31][CH3:32])=[O:29])=[O:23])[C:11](=[O:36])[C@H:10]([CH2:37][C:38]3[CH:43]=[CH:42][C:41]([C:45]#[N:46])=[CH:40][CH:39]=3)[O:9]2)=[CH:4][CH:3]=1, predict the reactants needed to synthesize it. The reactants are: [Cl:1][C:2]1[CH:7]=[CH:6][C:5]([C@H:8]2[C@@H:13]([C:14]3[CH:19]=[CH:18][C:17]([Cl:20])=[CH:16][CH:15]=3)[N:12]([C@H:21]([CH2:33][CH2:34][CH3:35])[C:22]([NH:24][CH2:25][CH2:26][CH2:27][C:28]([O:30][CH2:31][CH3:32])=[O:29])=[O:23])[C:11](=[O:36])[C@H:10]([CH2:37][C:38]3[CH:43]=[CH:42][C:41](I)=[CH:40][CH:39]=3)[O:9]2)=[CH:4][CH:3]=1.[CH3:45][N:46](C=O)C. (2) Given the product [CH:1]1([N:5]2[C:9]3[CH:10]=[CH:11][C:12]([CH2:14][C:15]([OH:20])=[O:24])=[CH:13][C:8]=3[N:7]([CH3:17])[C:6]2=[O:18])[CH2:4][CH2:3][CH2:2]1, predict the reactants needed to synthesize it. The reactants are: [CH:1]1([N:5]2[C:9]3[CH:10]=[CH:11][C:12]([CH2:14][C:15]#N)=[CH:13][C:8]=3[N:7]([CH3:17])[C:6]2=[O:18])[CH2:4][CH2:3][CH2:2]1.S(=O)(=O)(O)[OH:20].[OH2:24]. (3) Given the product [CH3:17][O:18][C:19](=[O:31])[CH2:20][C@H:21]1[C:25]2[CH:26]=[CH:27][C:28]([O:16][C@H:11]3[C:12]4[C:8](=[C:7]([N:1]5[CH2:2][CH2:3][O:4][CH2:5][CH2:6]5)[CH:15]=[CH:14][CH:13]=4)[CH2:9][CH2:10]3)=[CH:29][C:24]=2[O:23][CH2:22]1, predict the reactants needed to synthesize it. The reactants are: [N:1]1([C:7]2[CH:15]=[CH:14][CH:13]=[C:12]3[C:8]=2[CH2:9][CH2:10][C@@H:11]3[OH:16])[CH2:6][CH2:5][O:4][CH2:3][CH2:2]1.[CH3:17][O:18][C:19](=[O:31])[CH2:20][C@H:21]1[C:25]2[CH:26]=[CH:27][C:28](O)=[CH:29][C:24]=2[O:23][CH2:22]1. (4) Given the product [Cl:21][C:11]1[CH:1]=[CH:2][N:3]=[C:25]([CH:26]2[CH2:28][CH2:27]2)[C:24]=1[NH:30][C:31]([N:33]1[CH2:38][CH2:37][N:36]2[C:39](=[O:52])[N:40]([C@H:43]3[CH2:45][C@@H:44]3[C:46]3[CH:51]=[CH:50][CH:49]=[CH:48][CH:47]=3)[C:41](=[O:42])[C@@H:35]2[CH2:34]1)=[O:32], predict the reactants needed to synthesize it. The reactants are: [CH3:1][CH2:2][N:3](C(C)C)C(C)C.Cl[C:11]([Cl:21])(OC(=O)OC(Cl)(Cl)Cl)Cl.ClC1[C:28](Cl)=[CH:27][CH:26]=[CH:25][C:24]=1[NH:30][C:31]([N:33]1[CH2:38][CH2:37][N:36]2[C:39](=[O:52])[N:40]([C@H:43]3[CH2:45][C@@H:44]3[C:46]3[CH:51]=[CH:50][CH:49]=[CH:48][CH:47]=3)[C:41](=[O:42])[C@@H:35]2[CH2:34]1)=[O:32].Cl.C1([C@H]2C[C@@H]2N2C(=O)[C@@H]3CNCCN3C2=O)C=CC=CC=1. (5) Given the product [Cl:1][C:2]1[CH:23]=[CH:22][CH:21]=[CH:20][C:3]=1[CH2:4][O:5][C:6]1[CH:15]=[C:14]([C:16](=[O:18])[NH:24][C:25]2[S:26][C:27]([C:30]([O:32][CH2:33][CH3:34])=[O:31])=[CH:28][N:29]=2)[C:13]2[C:8](=[CH:9][CH:10]=[C:11]([CH3:19])[CH:12]=2)[N:7]=1, predict the reactants needed to synthesize it. The reactants are: [Cl:1][C:2]1[CH:23]=[CH:22][CH:21]=[CH:20][C:3]=1[CH2:4][O:5][C:6]1[CH:15]=[C:14]([C:16]([OH:18])=O)[C:13]2[C:8](=[CH:9][CH:10]=[C:11]([CH3:19])[CH:12]=2)[N:7]=1.[NH2:24][C:25]1[S:26][C:27]([C:30]([O:32][CH2:33][CH3:34])=[O:31])=[CH:28][N:29]=1.Cl.CN(C)CCCN=C=NCC. (6) Given the product [Cl:1][C:2]1[CH:3]=[C:4]([CH:18]=[CH:19][CH:20]=1)[C:5]([NH:7][CH2:8][C:9]1[CH:14]=[CH:13][C:12]([C:15]#[N:16])=[CH:11][C:10]=1[O:17][CH2:22][C:23](=[O:24])[NH:25][C:26]1[CH:31]=[CH:30][C:29]([F:32])=[CH:28][CH:27]=1)=[O:6], predict the reactants needed to synthesize it. The reactants are: [Cl:1][C:2]1[CH:3]=[C:4]([CH:18]=[CH:19][CH:20]=1)[C:5]([NH:7][CH2:8][C:9]1[CH:14]=[CH:13][C:12]([C:15]#[N:16])=[CH:11][C:10]=1[OH:17])=[O:6].Cl[CH2:22][C:23]([NH:25][C:26]1[CH:31]=[CH:30][C:29]([F:32])=[CH:28][CH:27]=1)=[O:24]. (7) Given the product [S:1]1[C:5]2[CH:6]=[CH:7][CH:8]=[CH:9][C:4]=2[N:3]=[C:2]1[N:10]1[C:15](=[O:14])[CH:16]=[C:17]([C:19]2[CH:24]=[CH:23][CH:22]=[C:21]([F:25])[CH:20]=2)[NH:11]1, predict the reactants needed to synthesize it. The reactants are: [S:1]1[C:5]2[CH:6]=[CH:7][CH:8]=[CH:9][C:4]=2[N:3]=[C:2]1[NH:10][NH2:11].C([O:14][C:15](=O)[CH2:16][C:17]([C:19]1[CH:24]=[CH:23][CH:22]=[C:21]([F:25])[CH:20]=1)=O)C. (8) Given the product [C:24]([NH:41][C:18]([C@@H:15]1[CH2:16][CH2:17][N:13]([S:10]([C:5]2[CH:6]=[CH:7][CH:8]=[CH:9][C:4]=2[N+:1]([O-:3])=[O:2])(=[O:12])=[O:11])[CH2:14]1)([CH2:19][CH2:20][CH:21]=[CH2:22])[C:31]([NH:39][C:35]([CH3:38])([CH3:37])[CH3:36])=[O:32])(=[O:27])[CH3:25], predict the reactants needed to synthesize it. The reactants are: [N+:1]([C:4]1[CH:9]=[CH:8][CH:7]=[CH:6][C:5]=1[S:10]([N:13]1[CH2:17][CH2:16][C@@H:15]([C:18](=O)[CH2:19][CH2:20][CH:21]=[CH2:22])[CH2:14]1)(=[O:12])=[O:11])([O-:3])=[O:2].[C:24]([O-:27])(=O)[CH3:25].[NH4+].FC(F)(F)[CH2:31][OH:32].[C:35]([N+:39]#[C-])([CH3:38])([CH3:37])[CH3:36].[N-:41]=C=O. (9) Given the product [C:1]1([CH2:7][CH2:8][CH2:9][CH:10]([NH2:13])[CH:11]=[CH2:12])[CH:6]=[CH:5][CH:4]=[CH:3][CH:2]=1, predict the reactants needed to synthesize it. The reactants are: [C:1]1([CH2:7][CH2:8][CH2:9][CH:10]([N:13]2C(=O)C3C(=CC=CC=3)C2=O)[CH:11]=[CH2:12])[CH:6]=[CH:5][CH:4]=[CH:3][CH:2]=1.NN.Cl.CCOCC.